From a dataset of Full USPTO retrosynthesis dataset with 1.9M reactions from patents (1976-2016). Predict the reactants needed to synthesize the given product. (1) Given the product [C:8]([C:10]1([C:16]2[N:21]=[CH:20][C:19]([NH:22][C:23]([C:25]3[CH:26]=[N:27][N:28]([C:31]4[CH:36]=[CH:35][C:34]([C:37]([F:40])([F:39])[F:38])=[CH:33][N:32]=4)[C:29]=3[CH3:30])=[O:24])=[CH:18][CH:17]=2)[CH2:11][CH2:12][N:13]([S:4]([CH:1]([CH3:3])[CH3:2])(=[O:6])=[O:5])[CH2:14][CH2:15]1)#[N:9], predict the reactants needed to synthesize it. The reactants are: [CH:1]([S:4](Cl)(=[O:6])=[O:5])([CH3:3])[CH3:2].[C:8]([C:10]1([C:16]2[N:21]=[CH:20][C:19]([NH:22][C:23]([C:25]3[CH:26]=[N:27][N:28]([C:31]4[CH:36]=[CH:35][C:34]([C:37]([F:40])([F:39])[F:38])=[CH:33][N:32]=4)[C:29]=3[CH3:30])=[O:24])=[CH:18][CH:17]=2)[CH2:15][CH2:14][NH:13][CH2:12][CH2:11]1)#[N:9].C(=O)([O-])[O-].[K+].[K+].O. (2) Given the product [CH2:41]([C:33]1[CH:34]=[C:35]([C:36]([OH:38])=[O:37])[CH:39]=[CH:40][C:32]=1[C:9]1[CH:10]=[CH:11][C:12]([O:13][CH2:14][CH2:15][NH:16][C@@H:17]([CH3:27])[C@H:18]([OH:19])[C:20]2[CH:21]=[CH:22][C:23]([OH:26])=[CH:24][CH:25]=2)=[CH:28][CH:29]=1)[CH3:42], predict the reactants needed to synthesize it. The reactants are: CC1(C)C(C)(C)OB([C:9]2[CH:29]=[CH:28][C:12]([O:13][CH2:14][CH2:15][NH:16][C@@H:17]([CH3:27])[C@@H:18]([C:20]3[CH:25]=[CH:24][C:23]([OH:26])=[CH:22][CH:21]=3)[OH:19])=[CH:11][CH:10]=2)O1.Br[C:32]1[CH:40]=[CH:39][C:35]([C:36]([OH:38])=[O:37])=[CH:34][C:33]=1[CH2:41][CH3:42].[F-].[Cs+].O1CCOCC1. (3) Given the product [CH3:1][N:2]1[C:10]2[C:5](=[CH:6][C:7]([C:11]3[CH:16]=[CH:15][C:14]([O:17][CH2:36][C:37]#[N:38])=[CH:13][CH:12]=3)=[CH:8][CH:9]=2)[C:4]([CH2:18][CH2:19][CH2:20][CH2:21][CH3:22])=[C:3]1[C:23]1[CH:24]=[CH:25][CH:26]=[CH:27][CH:28]=1, predict the reactants needed to synthesize it. The reactants are: [CH3:1][N:2]1[C:10]2[C:5](=[CH:6][C:7]([C:11]3[CH:16]=[CH:15][C:14]([OH:17])=[CH:13][CH:12]=3)=[CH:8][CH:9]=2)[C:4]([CH2:18][CH2:19][CH2:20][CH2:21][CH3:22])=[C:3]1[C:23]1[CH:28]=[CH:27][CH:26]=[CH:25][CH:24]=1.C([O-])([O-])=O.[K+].[K+].Br[CH2:36][C:37]#[N:38]. (4) Given the product [F:1][C:2]1[CH:3]=[C:4]([CH:8]=[CH:9][C:10]2[N:11]=[C:12]([C:24]#[N:25])[CH:13]=[CH:14][CH:15]=2)[CH:5]=[CH:6][CH:7]=1, predict the reactants needed to synthesize it. The reactants are: [F:1][C:2]1[CH:3]=[C:4]([CH:8]=[CH:9][C:10]2[CH:15]=[CH:14][CH:13]=[CH:12][N+:11]=2[O-])[CH:5]=[CH:6][CH:7]=1.COS(OC)(=O)=O.[C-:24]#[N:25].[Na+]. (5) Given the product [C:2]([N:33]1[CH2:34][CH2:35][C:30]([CH2:29][O:28][C:25]2[CH:24]=[CH:23][C:22]([C:10]3[C:11]4[C:16]([OH:17])=[C:15]([C:18]#[N:19])[C:14](=[O:20])[NH:13][C:12]=4[S:21][C:9]=3[Cl:8])=[CH:27][CH:26]=2)([OH:36])[CH2:31][CH2:32]1)(=[O:1])[CH3:4], predict the reactants needed to synthesize it. The reactants are: [OH:1][C:2]([C:4](F)(F)F)=O.[Cl:8][C:9]1[S:21][C:12]2[NH:13][C:14](=[O:20])[C:15]([C:18]#[N:19])=[C:16]([OH:17])[C:11]=2[C:10]=1[C:22]1[CH:27]=[CH:26][C:25]([O:28][CH2:29][C:30]2([OH:36])[CH2:35][CH2:34][NH:33][CH2:32][CH2:31]2)=[CH:24][CH:23]=1.CCN(CC)CC.CC(OC(C)=O)=O.